Dataset: Forward reaction prediction with 1.9M reactions from USPTO patents (1976-2016). Task: Predict the product of the given reaction. (1) Given the reactants [CH2:1]([CH:3]([CH2:12][CH2:13][CH2:14][CH3:15])[C:4]([C:6]1[CH:11]=[CH:10][CH:9]=[CH:8][CH:7]=1)=O)[CH3:2].[H][H], predict the reaction product. The product is: [CH2:1]([CH:3]([CH2:12][CH2:13][CH2:14][CH3:15])[CH2:4][C:6]1[CH:7]=[CH:8][CH:9]=[CH:10][CH:11]=1)[CH3:2]. (2) Given the reactants CS(O[CH2:6][C:7]([CH3:15])([C:9]1[CH:14]=[CH:13][CH:12]=[CH:11][CH:10]=1)[CH3:8])(=O)=O.[C-:16]#[N:17].[Na+], predict the reaction product. The product is: [CH3:8][C:7]([C:9]1[CH:14]=[CH:13][CH:12]=[CH:11][CH:10]=1)([CH3:15])[CH2:6][C:16]#[N:17]. (3) Given the reactants [F:1][C:2]1[CH:11]=[C:10]2[C:5]([CH2:6][CH2:7][C:8](=[O:13])[N:9]2[CH3:12])=[CH:4][C:3]=1B1OC(C)(C)C(C)(C)O1.[C:23]([O:27][C:28](=[O:40])[NH:29][CH2:30][CH2:31][O:32][C:33]1[CH:34]=[N:35][CH:36]=[C:37](Br)[CH:38]=1)([CH3:26])([CH3:25])[CH3:24], predict the reaction product. The product is: [C:23]([O:27][C:28](=[O:40])[NH:29][CH2:30][CH2:31][O:32][C:33]1[CH:34]=[N:35][CH:36]=[C:37]([C:3]2[CH:4]=[C:5]3[C:10](=[CH:11][C:2]=2[F:1])[N:9]([CH3:12])[C:8](=[O:13])[CH2:7][CH2:6]3)[CH:38]=1)([CH3:26])([CH3:24])[CH3:25].